The task is: Predict the reactants needed to synthesize the given product.. This data is from Full USPTO retrosynthesis dataset with 1.9M reactions from patents (1976-2016). (1) Given the product [NH2:27][C:24]1[N:25]=[CH:26][C:21]([C:2]2[C:10]3[C:5](=[N:6][C:7]([NH2:11])=[N:8][CH:9]=3)[N:4]([CH3:12])[N:3]=2)=[CH:22][C:23]=1[C:28]([F:31])([F:29])[F:30], predict the reactants needed to synthesize it. The reactants are: Br[C:2]1[C:10]2[C:5](=[N:6][C:7]([NH2:11])=[N:8][CH:9]=2)[N:4]([CH3:12])[N:3]=1.CC1(C)C(C)(C)OB([C:21]2[CH:22]=[C:23]([C:28]([F:31])([F:30])[F:29])[C:24]([NH2:27])=[N:25][CH:26]=2)O1.C(=O)([O-])[O-].[Cs+].[Cs+].O. (2) Given the product [Cl:7][C:8]1[C:16]2[N:15]=[C:14]([C:17]3[CH:22]=[CH:21][CH:20]=[C:19]([C:23]4[CH:28]=[N:27][CH:26]=[C:25]([CH:29]([N:1]5[CH2:6][CH2:5][N:4]([C:40]6[CH:39]=[CH:38][N:37]=[CH:36][CH:35]=6)[CH2:3][CH2:2]5)[CH3:30])[CH:24]=4)[CH:18]=3)[NH:13][C:12]=2[CH:11]=[CH:10][CH:9]=1, predict the reactants needed to synthesize it. The reactants are: [NH:1]1[CH2:6][CH2:5][NH:4][CH2:3][CH2:2]1.[Cl:7][C:8]1[C:16]2[N:15]=[C:14]([C:17]3[CH:18]=[C:19]([C:23]4[CH:24]=[C:25]([C:29](=O)[CH3:30])[CH:26]=[N:27][CH:28]=4)[CH:20]=[CH:21][CH:22]=3)[NH:13][C:12]=2[CH:11]=[CH:10][CH:9]=1.C([C:35]1[CH:36]=[N:37][CH:38]=[C:39](Br)[CH:40]=1)(=O)C.B(O)O. (3) Given the product [F:1][C:2]1[CH:7]=[C:6]([F:8])[CH:5]=[CH:4][C:3]=1[N:9]1[C:13]([C:14]2[S:23][C:22]3[C:21]4[N:24]=[C:25]([N:28]5[CH2:29][CH2:30][N:31]([S:44]([CH3:43])(=[O:46])=[O:45])[CH2:32][CH2:33]5)[CH:26]=[CH:27][C:20]=4[O:19][CH2:18][CH2:17][C:16]=3[CH:15]=2)=[N:12][CH:11]=[N:10]1, predict the reactants needed to synthesize it. The reactants are: [F:1][C:2]1[CH:7]=[C:6]([F:8])[CH:5]=[CH:4][C:3]=1[N:9]1[C:13]([C:14]2[S:23][C:22]3[C:21]4[N:24]=[C:25]([N:28]5[CH2:33][CH2:32][NH:31][CH2:30][CH2:29]5)[CH:26]=[CH:27][C:20]=4[O:19][CH2:18][CH2:17][C:16]=3[CH:15]=2)=[N:12][CH:11]=[N:10]1.CCN(C(C)C)C(C)C.[CH3:43][S:44](Cl)(=[O:46])=[O:45].C(Cl)Cl.CCOC(C)=O. (4) Given the product [CH3:29][O:30][C:31]1[CH:36]=[CH:35][C:34]([C:37]([C:77]2[CH:78]=[CH:79][C:80]([O:83][CH3:84])=[CH:81][CH:82]=2)([C:71]2[CH:76]=[CH:75][CH:74]=[CH:73][CH:72]=2)[O:38][CH2:39][C@H:40]2[O:44][C@@H:43]([N:45]3[CH:53]=[N:52][C:51]4[C:50](=[O:54])[N:49]([CH2:55]/[CH:56]=[C:57](\[CH3:69])/[CH2:58][CH2:59][CH:60]=[C:61]([CH3:68])[CH3:62])[CH:48]=[N:47][C:46]3=4)[CH2:42][C@@H:41]2[OH:70])=[CH:33][CH:32]=1, predict the reactants needed to synthesize it. The reactants are: C/C(/CCC=C(C)C)=C\CN1C(=O)C2N=CN([C@H]3C[C@H](O)[C@@H](CO)O3)C=2N=C1.[CH3:29][O:30][C:31]1[CH:36]=[CH:35][C:34]([C:37]([C:77]2[CH:82]=[CH:81][C:80]([O:83][CH3:84])=[CH:79][CH:78]=2)([C:71]2[CH:76]=[CH:75][CH:74]=[CH:73][CH:72]=2)[O:38][CH2:39][C@H:40]2[O:44][C@@H:43]([N:45]3[CH:53]=[N:52][C:51]4[C:50](=[O:54])[N:49]([CH2:55]/[CH:56]=[C:57](\[CH3:69])/[CH2:58][CH2:59]/[CH:60]=[C:61](\[CH3:68])/[CH2:62]CC=C(C)C)[CH:48]=[N:47][C:46]3=4)[CH2:42][C@@H:41]2[OH:70])=[CH:33][CH:32]=1.C(Cl)(Cl)Cl.CO.